Dataset: Reaction yield outcomes from USPTO patents with 853,638 reactions. Task: Predict the reaction yield, written as a fraction of the theoretical maximum amount of product (1.0 means a 100% yield; for example, 0.34 means a 34% yield). (1) The reactants are [H-].[Na+].[CH:3]1([CH:6]([OH:18])[CH2:7][NH:8][CH2:9][C:10]2[C:11](Cl)=[N:12][C:13]([Cl:16])=[CH:14][CH:15]=2)[CH2:5][CH2:4]1.CO. The catalyst is C1COCC1. The product is [Cl:16][C:13]1[CH:14]=[CH:15][C:10]2[CH2:9][NH:8][CH2:7][CH:6]([CH:3]3[CH2:5][CH2:4]3)[O:18][C:11]=2[N:12]=1. The yield is 1.00. (2) The reactants are [F:1][C:2]1[C:10]2[CH2:9][CH2:8][CH2:7][CH2:6][C:5]=2[N:4]2[CH2:11][CH2:12][N:13]([C:16]3[N:23]=[CH:22][CH:21]=[C:20]([C:24]4[CH:29]=[C:28]([NH:30][C:31]5[CH:36]=[CH:35][C:34]([N:37]6[CH2:42][CH2:41][N:40]([CH:43]7[CH2:46][O:45][CH2:44]7)[CH2:39][CH2:38]6)=[CH:33][N:32]=5)[C:27](=[O:47])[N:26]([CH3:48])[CH:25]=4)[C:17]=3[CH:18]=[O:19])[C:14](=[O:15])[C:3]=12.[BH4-].[Na+]. The catalyst is CO. The product is [F:1][C:2]1[C:10]2[CH2:9][CH2:8][CH2:7][CH2:6][C:5]=2[N:4]2[CH2:11][CH2:12][N:13]([C:16]3[C:17]([CH2:18][OH:19])=[C:20]([C:24]4[CH:29]=[C:28]([NH:30][C:31]5[CH:36]=[CH:35][C:34]([N:37]6[CH2:38][CH2:39][N:40]([CH:43]7[CH2:46][O:45][CH2:44]7)[CH2:41][CH2:42]6)=[CH:33][N:32]=5)[C:27](=[O:47])[N:26]([CH3:48])[CH:25]=4)[CH:21]=[CH:22][N:23]=3)[C:14](=[O:15])[C:3]=12. The yield is 0.540.